Dataset: Merck oncology drug combination screen with 23,052 pairs across 39 cell lines. Task: Regression. Given two drug SMILES strings and cell line genomic features, predict the synergy score measuring deviation from expected non-interaction effect. (1) Drug 1: CCC1=CC2CN(C1)Cc1c([nH]c3ccccc13)C(C(=O)OC)(c1cc3c(cc1OC)N(C)C1C(O)(C(=O)OC)C(OC(C)=O)C4(CC)C=CCN5CCC31C54)C2. Drug 2: O=C(O)C1(Cc2cccc(Nc3nccs3)n2)CCC(Oc2cccc(Cl)c2F)CC1. Cell line: OVCAR3. Synergy scores: synergy=-41.7. (2) Drug 1: C#Cc1cccc(Nc2ncnc3cc(OCCOC)c(OCCOC)cc23)c1. Drug 2: CC(C)CC(NC(=O)C(Cc1ccccc1)NC(=O)c1cnccn1)B(O)O. Cell line: SKOV3. Synergy scores: synergy=-6.23. (3) Drug 1: CN(Cc1cnc2nc(N)nc(N)c2n1)c1ccc(C(=O)NC(CCC(=O)O)C(=O)O)cc1. Drug 2: C#Cc1cccc(Nc2ncnc3cc(OCCOC)c(OCCOC)cc23)c1. Cell line: SKMES1. Synergy scores: synergy=-3.70. (4) Drug 1: N#Cc1ccc(Cn2cncc2CN2CCN(c3cccc(Cl)c3)C(=O)C2)cc1. Drug 2: CNC(=O)c1cc(Oc2ccc(NC(=O)Nc3ccc(Cl)c(C(F)(F)F)c3)cc2)ccn1. Cell line: A427. Synergy scores: synergy=11.4. (5) Synergy scores: synergy=-5.67. Drug 2: NC1CCCCC1N.O=C(O)C(=O)O.[Pt+2]. Cell line: HCT116. Drug 1: COC1CC2CCC(C)C(O)(O2)C(=O)C(=O)N2CCCCC2C(=O)OC(C(C)CC2CCC(OP(C)(C)=O)C(OC)C2)CC(=O)C(C)C=C(C)C(O)C(OC)C(=O)C(C)CC(C)C=CC=CC=C1C. (6) Drug 1: COC12C(COC(N)=O)C3=C(C(=O)C(C)=C(N)C3=O)N1CC1NC12. Drug 2: CS(=O)(=O)CCNCc1ccc(-c2ccc3ncnc(Nc4ccc(OCc5cccc(F)c5)c(Cl)c4)c3c2)o1. Cell line: EFM192B. Synergy scores: synergy=7.36. (7) Drug 1: CCC1(O)CC2CN(CCc3c([nH]c4ccccc34)C(C(=O)OC)(c3cc4c(cc3OC)N(C)C3C(O)(C(=O)OC)C(OC(C)=O)C5(CC)C=CCN6CCC43C65)C2)C1. Drug 2: Cn1cc(-c2cnn3c(N)c(Br)c(C4CCCNC4)nc23)cn1. Cell line: UWB1289BRCA1. Synergy scores: synergy=-20.6.